From a dataset of Full USPTO retrosynthesis dataset with 1.9M reactions from patents (1976-2016). Predict the reactants needed to synthesize the given product. (1) Given the product [C:17]([O:16][C:14]([NH:13][C:12]1[CH:11]=[CH:10][C:4]([C:5]([O:7][CH2:8][CH3:9])=[O:6])=[CH:3][C:2]=1[B:24]1[O:25][C:26]([CH3:28])([CH3:27])[C:22]([CH3:38])([CH3:21])[O:23]1)=[O:15])([CH3:20])([CH3:19])[CH3:18], predict the reactants needed to synthesize it. The reactants are: Br[C:2]1[CH:3]=[C:4]([CH:10]=[CH:11][C:12]=1[NH:13][C:14]([O:16][C:17]([CH3:20])([CH3:19])[CH3:18])=[O:15])[C:5]([O:7][CH2:8][CH3:9])=[O:6].[CH3:21][C:22]1([CH3:38])[C:26]([CH3:28])([CH3:27])[O:25][B:24]([B:24]2[O:25][C:26]([CH3:28])([CH3:27])[C:22]([CH3:38])([CH3:21])[O:23]2)[O:23]1.C([O-])(=O)C.[Na+]. (2) Given the product [Cl:65][C:61]1[CH:60]=[C:59]([C:56]2[CH:55]=[CH:54][C:53]([CH2:52][C@@H:51]([NH:66][C:8]([C:4]3[CH:3]=[C:2]([OH:1])[N:6]([CH3:7])[N:5]=3)=[O:10])[CH2:50][C@@H:49]([OH:67])[C:48]([OH:68])=[O:47])=[CH:58][CH:57]=2)[CH:64]=[CH:63][CH:62]=1, predict the reactants needed to synthesize it. The reactants are: [OH:1][C:2]1[N:6]([CH3:7])[N:5]=[C:4]([C:8]([OH:10])=O)[CH:3]=1.CN(C(ON1N=NC2C=CC(=CC1=2)Cl)=[N+](C)C)C.F[P-](F)(F)(F)(F)F.CCN(C(C)C)C(C)C.C([O:47][C:48](=[O:68])[C@H:49]([OH:67])[CH2:50][C@H:51]([NH2:66])[CH2:52][C:53]1[CH:58]=[CH:57][C:56]([C:59]2[CH:64]=[CH:63][CH:62]=[C:61]([Cl:65])[CH:60]=2)=[CH:55][CH:54]=1)C.CCO.[Li+].[OH-].O. (3) Given the product [Cl:13][C:14]1[C:15]([CH3:45])=[C:16]([S:20]([NH:23][C:24]2[CH:44]=[CH:43][C:27]3[NH:28][C:29]([CH3:31])=[N:30][C:26]=3[CH:25]=2)(=[O:22])=[O:21])[CH:17]=[CH:18][CH:19]=1, predict the reactants needed to synthesize it. The reactants are: ClC1C(C)=C(S(Cl)(=O)=O)C=CC=1.[Cl:13][C:14]1[C:15]([CH3:45])=[C:16]([S:20]([NH:23][C:24]2[CH:44]=[CH:43][C:27]3[N:28](S(C4C=CC=C(Cl)C=4C)(=O)=O)[C:29]([CH3:31])=[N:30][C:26]=3[CH:25]=2)(=[O:22])=[O:21])[CH:17]=[CH:18][CH:19]=1.ClC1C(C)=C(S(NC2C=CC3N=C(C)N(S(C4C=CC=C(Cl)C=4C)(=O)=O)C=3C=2)(=O)=O)C=CC=1.ON1C2C=CC=CC=2N=N1. (4) Given the product [C:12]([O:11][C:9]([N:6]1[CH2:5][CH2:4][NH:3][C:2]([CH3:8])([CH3:1])[CH2:7]1)=[O:10])([CH3:15])([CH3:14])[CH3:13], predict the reactants needed to synthesize it. The reactants are: [CH3:1][C:2]1([CH3:8])[CH2:7][NH:6][CH2:5][CH2:4][NH:3]1.[C:9](O[C:9]([O:11][C:12]([CH3:15])([CH3:14])[CH3:13])=[O:10])([O:11][C:12]([CH3:15])([CH3:14])[CH3:13])=[O:10].[Na+].[Cl-].